Dataset: Forward reaction prediction with 1.9M reactions from USPTO patents (1976-2016). Task: Predict the product of the given reaction. (1) Given the reactants [C:1]([N:3]1[C:11]2[CH:10]=[CH:9][C:8]([CH3:12])=[CH:7][C:6]=2[C:5]2[CH2:13][N:14]([CH3:17])[CH2:15][CH2:16][C:4]1=2)#[CH:2].Br[C:19]1[CH:28]=[CH:27][C:22]([C:23]([NH:25][CH3:26])=[O:24])=[C:21]([F:29])[CH:20]=1.CCCC[N+](CCCC)(CCCC)CCCC.[F-:47], predict the reaction product. The product is: [CH3:17][N:14]1[CH2:15][CH2:16][C:4]2[N:3]([C:1]([F:47])=[CH:2][C:19]3[CH:28]=[CH:27][C:22]([C:23]([NH:25][CH3:26])=[O:24])=[C:21]([F:29])[CH:20]=3)[C:11]3[CH:10]=[CH:9][C:8]([CH3:12])=[CH:7][C:6]=3[C:5]=2[CH2:13]1. (2) The product is: [I:1][C:2]1[CH:3]=[N:4][C:5]([N:8]2[CH2:12][C:11]([CH3:13])([CH3:14])[N:10]([CH3:20])[C:9]2=[O:15])=[N:6][CH:7]=1. Given the reactants [I:1][C:2]1[CH:3]=[N:4][C:5]([N:8]2[CH2:12][C:11]([CH3:14])([CH3:13])[NH:10][C:9]2=[O:15])=[N:6][CH:7]=1.[H-].[Na+].IC.[C:20]([O-])(O)=O.[Na+], predict the reaction product.